This data is from Full USPTO retrosynthesis dataset with 1.9M reactions from patents (1976-2016). The task is: Predict the reactants needed to synthesize the given product. (1) Given the product [I:1][C:2]1[C:10]2[C:5](=[CH:6][CH:7]=[C:8]([N+:11]([O-:13])=[O:12])[CH:9]=2)[N:4]([CH:17]2[O:21][CH:20]([CH2:22][O:23][C:24](=[O:32])[C:25]3[CH:26]=[CH:27][C:28]([CH3:31])=[CH:29][CH:30]=3)[CH:19]([O:33][C:34](=[O:42])[C:35]3[CH:36]=[CH:37][C:38]([CH3:41])=[CH:39][CH:40]=3)[CH2:18]2)[CH:3]=1, predict the reactants needed to synthesize it. The reactants are: [I:1][C:2]1[C:10]2[C:5](=[CH:6][CH:7]=[C:8]([N+:11]([O-:13])=[O:12])[CH:9]=2)[NH:4][CH:3]=1.[H-].[Na+].Cl[CH:17]1[O:21][CH:20]([CH2:22][O:23][C:24](=[O:32])[C:25]2[CH:30]=[CH:29][C:28]([CH3:31])=[CH:27][CH:26]=2)[CH:19]([O:33][C:34](=[O:42])[C:35]2[CH:40]=[CH:39][C:38]([CH3:41])=[CH:37][CH:36]=2)[CH2:18]1. (2) Given the product [OH:26][C:21]1[CH:22]=[C:23]2[C:18](=[CH:19][CH:20]=1)[CH:17]=[C:16]([C:8]1([NH:7][C:6](=[O:34])[O:5][C:1]([CH3:4])([CH3:3])[CH3:2])[CH2:13][O:12][C:11]([CH3:15])([CH3:14])[O:10][CH2:9]1)[CH:25]=[CH:24]2, predict the reactants needed to synthesize it. The reactants are: [C:1]([O:5][C:6](=[O:34])[NH:7][C:8]1([C:16]2[CH:25]=[CH:24][C:23]3[C:18](=[CH:19][CH:20]=[C:21]([O:26]CC4C=CC=CC=4)[CH:22]=3)[CH:17]=2)[CH2:13][O:12][C:11]([CH3:15])([CH3:14])[O:10][CH2:9]1)([CH3:4])([CH3:3])[CH3:2].C(O)C. (3) The reactants are: [OH:1][C:2]1[CH:7]=[C:6]([CH3:8])[N:5]([C:9]2[CH:10]=[C:11]([CH:16]=[CH:17][C:18]=2[O:19][CH3:20])[C:12]([O:14][CH3:15])=[O:13])[C:4](=[O:21])[CH:3]=1.N12CCCN=C1CCCCC2.[F:33][C:34]1[CH:41]=[C:40]([F:42])[CH:39]=[CH:38][C:35]=1[CH2:36]Br.C([O-])(O)=O.[Na+]. Given the product [F:33][C:34]1[CH:41]=[C:40]([F:42])[CH:39]=[CH:38][C:35]=1[CH2:36][O:1][C:2]1[CH:7]=[C:6]([CH3:8])[N:5]([C:9]2[CH:10]=[C:11]([CH:16]=[CH:17][C:18]=2[O:19][CH3:20])[C:12]([O:14][CH3:15])=[O:13])[C:4](=[O:21])[CH:3]=1, predict the reactants needed to synthesize it. (4) Given the product [Cl:17]/[CH:18]=[CH:19]/[C:20]([CH3:21])([OH:22])[C:2]#[C:1][C:3]1[C:8]([CH3:10])([CH3:9])[CH2:7][CH2:6][CH2:5][C:4]=1[CH3:11], predict the reactants needed to synthesize it. The reactants are: [C:1]([C:3]1[C:8]([CH3:10])([CH3:9])[CH2:7][CH2:6][CH2:5][C:4]=1[CH3:11])#[CH:2].C([Li])CCC.[Cl:17][CH:18]=[CH:19][C:20](=[O:22])[CH3:21].C(OCC)(=O)C. (5) Given the product [C:14]([NH:21][C:2]1([CH2:8][C:9]([OH:11])=[O:10])[CH2:3][CH2:4][O:5][CH2:6][CH2:7]1)(=[O:23])[C:15]1[CH:20]=[CH:19][CH:18]=[CH:17][CH:16]=1, predict the reactants needed to synthesize it. The reactants are: O[C:2]1([CH2:8][C:9]([O:11]CC)=[O:10])[CH2:7][CH2:6][O:5][CH2:4][CH2:3]1.[C:14](#[N:21])[C:15]1[CH:20]=[CH:19][CH:18]=[CH:17][CH:16]=1.S(=O)(=O)(O)[OH:23]. (6) The reactants are: [CH3:1][NH:2][C@H:3]1[CH2:8][CH2:7][C@H:6]([OH:9])[CH2:5][CH2:4]1.[CH:10]1[C:15]([O:16][C:17](Cl)=[O:18])=[CH:14][CH:13]=[C:12]([Cl:20])[CH:11]=1. Given the product [Cl:20][C:12]1[CH:13]=[CH:14][C:15]([O:16][C:17](=[O:18])[N:2]([C@H:3]2[CH2:8][CH2:7][C@H:6]([OH:9])[CH2:5][CH2:4]2)[CH3:1])=[CH:10][CH:11]=1, predict the reactants needed to synthesize it. (7) Given the product [CH:27]1([CH2:32][CH2:33][O:1][C:2]2[CH:7]=[CH:6][N:5]3[N:8]=[C:9]([C:21]4[CH:22]=[CH:23][CH:24]=[CH:25][CH:26]=4)[C:10]([C:11]4[CH:12]=[CH:13][C:14](=[O:20])[N:15]([CH:17]([CH3:19])[CH3:18])[N:16]=4)=[C:4]3[CH:3]=2)[CH2:31][CH2:30][CH2:29][CH2:28]1, predict the reactants needed to synthesize it. The reactants are: [OH:1][C:2]1[CH:7]=[CH:6][N:5]2[N:8]=[C:9]([C:21]3[CH:26]=[CH:25][CH:24]=[CH:23][CH:22]=3)[C:10]([C:11]3[CH:12]=[CH:13][C:14](=[O:20])[N:15]([CH:17]([CH3:19])[CH3:18])[N:16]=3)=[C:4]2[CH:3]=1.[CH:27]1([CH2:32][CH2:33]O)[CH2:31][CH2:30][CH2:29][CH2:28]1.C1C=CC(P(C2C=CC=CC=2)C2C=CC=CC=2)=CC=1.CCOC(/N=N/C(OCC)=O)=O.C(=O)([O-])O.[Na+]. (8) Given the product [CH3:3][O:4][C:5](=[O:11])[CH:6]([Cl:10])[C:7](=[O:8])[CH2:9][C:22]([CH:17]1[CH2:18][CH2:19][CH2:20][CH2:21]1)([OH:27])[CH2:23][CH2:24][C:25]#[CH:26], predict the reactants needed to synthesize it. The reactants are: [H-].[Na+].[CH3:3][O:4][C:5](=[O:11])[CH:6]([Cl:10])[C:7]([CH3:9])=[O:8].C([Li])CCC.[CH:17]1([C:22](=[O:27])[CH2:23][CH2:24][C:25]#[CH:26])[CH2:21][CH2:20][CH2:19][CH2:18]1.